Task: Predict which catalyst facilitates the given reaction.. Dataset: Catalyst prediction with 721,799 reactions and 888 catalyst types from USPTO (1) Reactant: [C:1]([C:5]1[CH:10]=[CH:9][C:8]([NH:11][C:12]([C:14]2[C:15]([S:20][CH:21]([NH:28][C:29](=[O:32])[CH2:30]O)[C:22]3[CH:27]=[CH:26][N:25]=[CH:24][CH:23]=3)=[N:16][CH:17]=[CH:18][CH:19]=2)=[O:13])=[CH:7][CH:6]=1)([CH3:4])([CH3:3])[CH3:2].S(Cl)([Cl:35])=O. Product: [C:1]([C:5]1[CH:10]=[CH:9][C:8]([NH:11][C:12]([C:14]2[C:15]([S:20][CH:21]([NH:28][C:29](=[O:32])[CH2:30][Cl:35])[C:22]3[CH:27]=[CH:26][N:25]=[CH:24][CH:23]=3)=[N:16][CH:17]=[CH:18][CH:19]=2)=[O:13])=[CH:7][CH:6]=1)([CH3:4])([CH3:3])[CH3:2]. The catalyst class is: 4. (2) Reactant: [C:1]([CH:4]([CH2:17][CH2:18][CH:19]([CH3:21])[CH3:20])[C:5]([NH:7][CH2:8][CH2:9][C:10]1[CH:15]=[CH:14][CH:13]=[C:12]([F:16])[CH:11]=1)=[O:6])(=O)[CH3:2].[NH3:22].[Al+3].[Cl-].[Cl-].[Cl-]. Product: [NH2:22]/[C:1](/[CH3:2])=[C:4](/[CH2:17][CH2:18][CH:19]([CH3:21])[CH3:20])\[C:5]([NH:7][CH2:8][CH2:9][C:10]1[CH:15]=[CH:14][CH:13]=[C:12]([F:16])[CH:11]=1)=[O:6]. The catalyst class is: 385.